This data is from B-cell epitopes from IEDB database with 3,159 antigens for binding position prediction. The task is: Token-level Classification. Given an antigen amino acid sequence, predict which amino acid positions are active epitope sites capable of antibody binding. Output is a list of indices for active positions. (1) Given the antigen sequence: MPILEKTPPKMAAKSPSSEEEPGLPKLPVPPLQQTLATYLRCMQHLVPEEQFRRSQAIVQQFGAPGGLGETLQQKLLERQEQTANWVSEYWLNDMYLNNRLALPVNSSPAVIFARQHFQDTNDQLRFAANLISGVLSYKALLDSHSIPIDCAKGQLSGQPLCMKQYYGLFSSYRLPGHTQDTLVAQKSSVMPEPEHVIVACCNQFFVLDVVINFRRLSEGDLFTQLRKIVRMASNEDERLPPIGLLTSDGRSEWAEARTVLVKDSTNRDSLDMIERCICLVCLDAPGGMELSDTNRALQLLHGGGCSKNGANRWYDKSLQFVVGRDGTCGVVCEHSPFDGIVLVQCTEHLLKHMVKSSKKMVRADSVSELPAPRRLRWKCSPEIQGLLASSAEKLQQIVKNLDFTVYKFDDYGKTFIKQQKCSPDAFIQVALQLAFYRLHGRLVPTYESASIRRFHEGRVDNIRSATPEALHFVKAITDHASAMPDSEKLLLLKDAIRAQ..., which amino acid positions are active epitope sites? The epitope positions are: [167, 168, 169, 170, 171, 172, 173, 174, 175, 176, 177, 178, 179, 180, 181, 182, 183, 184, 185, 186... (22 total positions)]. The amino acids at these positions are: GLFSSYRLPGHTQDTLVAQKSS. (2) Given the antigen sequence: MATPSMLPQWAYMHIAGQDASEYLSPGLVQFARATDTYFNLGNKFRNPTVAPTHDVTTDRSQRLMLRFVPVDREDNTYSYKVRYTLAVGDNRVLDMASTFFDIRGVLDRGPSFKPYSGTAYNSLAPKGAPNASQWLDKGVETTEERQNEDGENDEKATYTFGNAPVKADADITKDGLPIGLEVPAEGDPKPIYANKLYQPEPQVGQESWTDTDGTEEKYGGRVLKPDTKMKPCYGSFAKPTNVKGGQAKVKTEEAGNIEYDIDMNFFDLRSQKQGLKPKIVMYAENVDLESPDTHVVYKPEVSDASSNANLGQQSMPNRPNYIGFRDNFIGLMYYNSTGNMGVLAGQASQLNAVVDLQDRNTELSYQLLLDSLGDRTRYFSMWNQAVDSYDPDVRVIENHGVEDELPNYCFPLDGIGPRTDSYKEIQLNGDQAWKDVNPNGISELVKGNPFAMEINLQANLWRSFLYSNVALYLPDSYKYTPSNVTLPENKNTYDYMNGR..., which amino acid positions are active epitope sites? The epitope positions are: [140, 141, 142, 143, 144, 145, 146, 147, 148, 149, 150, 151, 152, 153, 154, 155, 156]. The amino acids at these positions are: ETTEERQNEDGENDEKA. (3) Given the antigen sequence: MSYSITTPSQFFFLSSAWADPIELINLCCNALGNQFQTQQARTVVQRQFSEVWKPSPQVTVSFPDSFFKVYRYNAVLEPLVTRLLDAFDTRNNIIEVENQANPTTAETLDATTRVDDATVAIRSAINNLIVELIRGTGSYNRSSPESSSGLVWTSGPAT, which amino acid positions are active epitope sites? The epitope positions are: [115, 116, 117, 118, 119, 120, 121, 122, 123, 124, 125, 126, 127, 128, 129, 130, 131, 132, 133, 134]. The amino acids at these positions are: DDATVAIRSAINNLIVELIR.